This data is from Forward reaction prediction with 1.9M reactions from USPTO patents (1976-2016). The task is: Predict the product of the given reaction. (1) The product is: [CH3:1][O:2][C:3](=[O:24])[C:4]1[CH:9]=[C:8]([F:10])[C:7]([C:25]#[N:26])=[N:6][C:5]=1[NH:12][C:13]1[CH:18]=[CH:17][C:16]([Si:19]([CH3:22])([CH3:21])[CH3:20])=[CH:15][C:14]=1[F:23]. Given the reactants [CH3:1][O:2][C:3](=[O:24])[C:4]1[CH:9]=[C:8]([F:10])[C:7](Cl)=[N:6][C:5]=1[NH:12][C:13]1[CH:18]=[CH:17][C:16]([Si:19]([CH3:22])([CH3:21])[CH3:20])=[CH:15][C:14]=1[F:23].[CH3:25][N:26](C=O)C, predict the reaction product. (2) Given the reactants [CH3:1][O:2][C:3]1[CH:4]=[C:5]([OH:9])[CH:6]=[CH:7][CH:8]=1.S(=O)(=O)(O)O.[CH3:15][C:16]([CH3:22])=[CH:17][C:18](OC)=[O:19], predict the reaction product. The product is: [CH3:1][O:2][C:3]1[CH:4]=[C:5]2[C:6]([C:16]([CH3:22])([CH3:15])[CH2:17][C:18](=[O:19])[O:9]2)=[CH:7][CH:8]=1. (3) Given the reactants [CH:1]1([C:4]2[N:9]=[C:8]([C:10]([OH:12])=O)[CH:7]=[CH:6][CH:5]=2)[CH2:3][CH2:2]1.CN(C(ON1N=NC2C=CC=CC1=2)=[N+](C)C)C.[B-](F)(F)(F)F.CCN(C(C)C)C(C)C.FC(F)(F)C(O)=O.[CH2:51]([O:58][C:59]([N:61]1[CH2:66][CH2:65][NH:64][CH2:63][C:62]1([CH3:68])[CH3:67])=[O:60])[C:52]1[CH:57]=[CH:56][CH:55]=[CH:54][CH:53]=1, predict the reaction product. The product is: [CH2:51]([O:58][C:59]([N:61]1[CH2:66][CH2:65][N:64]([C:10]([C:8]2[CH:7]=[CH:6][CH:5]=[C:4]([CH:1]3[CH2:2][CH2:3]3)[N:9]=2)=[O:12])[CH2:63][C:62]1([CH3:68])[CH3:67])=[O:60])[C:52]1[CH:53]=[CH:54][CH:55]=[CH:56][CH:57]=1. (4) Given the reactants [CH3:1][O:2][C:3]1[CH:4]=[C:5]2[C:9](=[CH:10][CH:11]=1)[NH:8][C:7]([C:12]([O:14][CH2:15][CH3:16])=[O:13])=[CH:6]2.[Cl-].C[CH:19]=[N+:20]=[CH:21]C.[CH2:23](Cl)Cl, predict the reaction product. The product is: [CH3:19][N:20]([CH2:21][C:6]1[C:5]2[C:9](=[CH:10][CH:11]=[C:3]([O:2][CH3:1])[CH:4]=2)[NH:8][C:7]=1[C:12]([O:14][CH2:15][CH3:16])=[O:13])[CH3:23]. (5) Given the reactants [NH2:1][C:2]1[CH:10]=[CH:9][CH:8]=[CH:7][C:3]=1[C:4]([NH2:6])=[O:5].[CH3:11][N:12]([CH3:18])[CH2:13][CH2:14][C:15](Cl)=O, predict the reaction product. The product is: [CH3:11][N:12]([CH3:18])[CH2:13][CH2:14][C:15]1[NH:6][C:4](=[O:5])[C:3]2[C:2](=[CH:10][CH:9]=[CH:8][CH:7]=2)[N:1]=1.